This data is from Peptide-MHC class I binding affinity with 185,985 pairs from IEDB/IMGT. The task is: Regression. Given a peptide amino acid sequence and an MHC pseudo amino acid sequence, predict their binding affinity value. This is MHC class I binding data. (1) The peptide sequence is MWAQDAAMY. The MHC is HLA-B27:05 with pseudo-sequence HLA-B27:05. The binding affinity (normalized) is 0. (2) The peptide sequence is MHEDIISLW. The MHC is HLA-B35:01 with pseudo-sequence HLA-B35:01. The binding affinity (normalized) is 0. (3) The peptide sequence is IIYYQLAGY. The MHC is HLA-B46:01 with pseudo-sequence HLA-B46:01. The binding affinity (normalized) is 0.0847. (4) The peptide sequence is YSDGNLHLL. The MHC is HLA-A29:02 with pseudo-sequence HLA-A29:02. The binding affinity (normalized) is 0.547. (5) The peptide sequence is ALMEITSRY. The binding affinity (normalized) is 0.125. The MHC is HLA-A02:06 with pseudo-sequence HLA-A02:06. (6) The peptide sequence is KRKRITVLDIG. The MHC is Mamu-B08 with pseudo-sequence Mamu-B08. The binding affinity (normalized) is 0.181. (7) The peptide sequence is LYDANYFVCW. The MHC is Patr-A0901 with pseudo-sequence Patr-A0901. The binding affinity (normalized) is 0.450.